From a dataset of Full USPTO retrosynthesis dataset with 1.9M reactions from patents (1976-2016). Predict the reactants needed to synthesize the given product. (1) Given the product [F:26][C:27]([F:46])([F:45])[S:28]([O:25][C:19]1[CH2:18][CH:17]([O:16][Si:9]([C:12]([CH3:15])([CH3:14])[CH3:13])([CH3:11])[CH3:10])[C:22]([CH3:24])([CH3:23])[CH2:21][CH:20]=1)(=[O:30])=[O:29], predict the reactants needed to synthesize it. The reactants are: [Li+].CC([N-]C(C)C)C.[Si:9]([O:16][CH:17]1[C:22]([CH3:24])([CH3:23])[CH2:21][CH2:20][C:19](=[O:25])[CH2:18]1)([C:12]([CH3:15])([CH3:14])[CH3:13])([CH3:11])[CH3:10].[F:26][C:27]([F:46])([F:45])[S:28](N(C1C=CC=CC=1)[S:28]([C:27]([F:46])([F:45])[F:26])(=[O:30])=[O:29])(=[O:30])=[O:29]. (2) Given the product [CH3:3][NH:5][CH2:6][C:7]1([CH2:11][N:12]2[CH:16]=[C:15]([NH:17][C:18]3[N:23]=[C:22]4[N:24]([CH2:27][C:28]5[CH:33]=[CH:32][CH:31]=[C:30]([N:34]6[CH2:39][CH2:38][O:37][CH2:36][CH2:35]6)[CH:29]=5)[N:25]=[CH:26][C:21]4=[CH:20][N:19]=3)[CH:14]=[N:13]2)[CH2:8][O:9][CH2:10]1, predict the reactants needed to synthesize it. The reactants are: FC(F)(F)[C:3]([N:5](C)[CH2:6][C:7]1([CH2:11][N:12]2[CH:16]=[C:15]([NH:17][C:18]3[N:23]=[C:22]4[N:24]([CH2:27][C:28]5[CH:33]=[CH:32][CH:31]=[C:30]([N:34]6[CH2:39][CH2:38][O:37][CH2:36][CH2:35]6)[CH:29]=5)[N:25]=[CH:26][C:21]4=[CH:20][N:19]=3)[CH:14]=[N:13]2)[CH2:10][O:9][CH2:8]1)=O.C([O-])([O-])=O.[K+].[K+].